Dataset: Reaction yield outcomes from USPTO patents with 853,638 reactions. Task: Predict the reaction yield, written as a fraction of the theoretical maximum amount of product (1.0 means a 100% yield; for example, 0.34 means a 34% yield). (1) The reactants are C(=O)([O-])[O-].[Cs+].[Cs+].[CH3:7][C:8]1[C:16]2[C:11](=[N:12][CH:13]=[N:14][C:15]=2[NH2:17])[NH:10][N:9]=1.Cl[CH:19]([C:21]1[C:22]([O:41][CH2:42][CH3:43])=[C:23]([C:30]2[CH:31]=[CH:32][C:33]([C:36]([N:38]([CH3:40])[CH3:39])=[O:37])=[N:34][CH:35]=2)[C:24]([C:28]#[N:29])=[C:25]([CH3:27])[CH:26]=1)[CH3:20]. The product is [NH2:17][C:15]1[N:14]=[CH:13][N:12]=[C:11]2[N:10]([CH:19]([C:21]3[C:22]([O:41][CH2:42][CH3:43])=[C:23]([C:30]4[CH:31]=[CH:32][C:33]([C:36]([N:38]([CH3:39])[CH3:40])=[O:37])=[N:34][CH:35]=4)[C:24]([C:28]#[N:29])=[C:25]([CH3:27])[CH:26]=3)[CH3:20])[N:9]=[C:8]([CH3:7])[C:16]=12. The yield is 0.770. The catalyst is CN(C)C=O.CCOC(C)=O. (2) The reactants are [C:1]([C:3]1[CH:8]=[CH:7][C:6]([CH:9]2[CH2:14][CH2:13][N:12]([C:15]([C:17]3[CH:18]=[CH:19][C:20]([CH3:31])=[C:21]([NH:23][S:24]([CH2:27][C:28]([OH:30])=O)(=[O:26])=[O:25])[CH:22]=3)=[O:16])[CH2:11][CH2:10]2)=[CH:5][CH:4]=1)#[N:2].ClC(N(C)C)=C(C)C.[NH:40]1[CH2:45][CH2:44][O:43][CH2:42][CH2:41]1.N1C=CC=CC=1. The catalyst is C(Cl)Cl. The product is [C:1]([C:3]1[CH:8]=[CH:7][C:6]([CH:9]2[CH2:14][CH2:13][N:12]([C:15]([C:17]3[CH:18]=[CH:19][C:20]([CH3:31])=[C:21]([NH:23][S:24]([CH2:27][C:28]([N:40]4[CH2:45][CH2:44][O:43][CH2:42][CH2:41]4)=[O:30])(=[O:25])=[O:26])[CH:22]=3)=[O:16])[CH2:11][CH2:10]2)=[CH:5][CH:4]=1)#[N:2]. The yield is 0.180. (3) The catalyst is ClCCl.O. The yield is 0.650. The reactants are [CH3:1][N:2]1[CH2:7][CH2:6][C:5](=[O:8])[CH2:4][CH2:3]1.[Si](OS(C(F)(F)F)(=O)=O)(C)(C)C.[Cl:21][C:22]1[CH:36]=[CH:35][C:25]([CH:26](O)[C:27]2[CH:32]=[CH:31][C:30]([Cl:33])=[CH:29][CH:28]=2)=[CH:24][CH:23]=1.C(=O)(O)[O-].[Na+]. The product is [Cl:21][C:22]1[CH:23]=[CH:24][C:25]([CH:26]([C:27]2[CH:32]=[CH:31][C:30]([Cl:33])=[CH:29][CH:28]=2)[CH:4]2[C:5](=[O:8])[CH2:6][CH2:7][N:2]([CH3:1])[CH2:3]2)=[CH:35][CH:36]=1. (4) The reactants are Cl[C:2]1[N:7]=[C:6]([C:8]2[C:9]([N:28]([CH3:33])[S:29]([CH3:32])(=[O:31])=[O:30])=[CH:10][C:11]3[O:15][C:14]([C:16]4[CH:21]=[CH:20][C:19]([F:22])=[CH:18][CH:17]=4)=[C:13]([C:23]([NH:25][CH3:26])=[O:24])[C:12]=3[CH:27]=2)[CH:5]=[CH:4][C:3]=1[C:34]1([CH2:37]O)[CH2:36][CH2:35]1.[F:39][C:40]1[CH:48]=[CH:47][CH:46]=[C:45]2[C:41]=1[CH:42]=[C:43](B1OC(C)(C)C(C)(C)O1)[NH:44]2.C([O-])([O-])=O.[Cs+].[Cs+].C1(P(C2C=CC=CC=2)C2C=CC=CC=2)C=CC=CC=1.CC(OC(/N=N/C(OC(C)C)=O)=O)C. The catalyst is O1CCOCC1.O. The product is [F:39][C:40]1[C:41]2[CH:42]=[C:43]3[C:2]4[N:7]=[C:6]([C:8]5[C:9]([N:28]([CH3:33])[S:29]([CH3:32])(=[O:30])=[O:31])=[CH:10][C:11]6[O:15][C:14]([C:16]7[CH:17]=[CH:18][C:19]([F:22])=[CH:20][CH:21]=7)=[C:13]([C:23]([NH:25][CH3:26])=[O:24])[C:12]=6[CH:27]=5)[CH:5]=[CH:4][C:3]=4[C:34]4([CH2:35][CH2:36]4)[CH2:37][N:44]3[C:45]=2[CH:46]=[CH:47][CH:48]=1. The yield is 0.0500. (5) The reactants are Br[C:2]1[CH:3]=[CH:4][C:5]([N:10]2[CH2:15][CH2:14][N:13]([CH3:16])[CH2:12][CH2:11]2)=[C:6]([CH:9]=1)[C:7]#[N:8].[CH3:17][C:18]1([CH3:34])[C:22]([CH3:24])([CH3:23])[O:21][B:20]([B:20]2[O:21][C:22]([CH3:24])([CH3:23])[C:18]([CH3:34])([CH3:17])[O:19]2)[O:19]1.C([O-])(=O)C.[K+].ClCCl. The yield is 0.880. The product is [CH3:16][N:13]1[CH2:14][CH2:15][N:10]([C:5]2[CH:4]=[CH:3][C:2]([B:20]3[O:21][C:22]([CH3:24])([CH3:23])[C:18]([CH3:34])([CH3:17])[O:19]3)=[CH:9][C:6]=2[C:7]#[N:8])[CH2:11][CH2:12]1. The catalyst is O1CCOCC1.Cl[Pd]Cl.C1(P(C2C=CC=CC=2)[C-]2C=CC=C2)C=CC=CC=1.[C-]1(P(C2C=CC=CC=2)C2C=CC=CC=2)C=CC=C1.[Fe+2]. (6) The reactants are [Br:1][C:2]1[C:6]2[CH:7]=[N:8][C:9]([NH:11][C:12](=[O:22])C3C=CC(C(C)=C)=CC=3)=[CH:10][C:5]=2[N:4]([CH3:23])[CH:3]=1.CS(N)(=O)=O.CC[C@@H]1[C@@H]2C[C@H]([C@@H:64]([O:63]C3C4C(=CC=CC=4)C([O:63][C@@H:64]([C:75]4[CH:84]=CN=[C:81]5[C:76]=4[CH:77]=[C:78](OC)[CH:79]=[CH:80]5)[C@@H]4N5C[C@H](CC)[C@@H](CC5)C4)=NN=3)[C:75]3[CH:84]=CN=[C:81]4[C:76]=3[CH:77]=[C:78](OC)[CH:79]=[CH:80]4)N(CC2)C1.S([O-])([O-])=[O:88].[Na+].[Na+]. The catalyst is C(O)(C)(C)C.[Cl-].[Na+].O.CCOC(C)=O.O. The product is [Br:1][C:2]1[C:6]2[CH:7]=[N:8][C:9]([NH:11][C:12](=[O:22])[C:79]3[CH:78]=[CH:77][C:76]([C@:75]([OH:88])([CH3:84])[CH2:64][OH:63])=[CH:81][CH:80]=3)=[CH:10][C:5]=2[N:4]([CH3:23])[CH:3]=1. The yield is 0.113. (7) The reactants are [F:1][CH:2]([F:37])[C:3]1[N:7]([C:8]2[N:13]=[C:12]([N:14]3[CH2:19][CH2:18][O:17][CH2:16][CH2:15]3)[N:11]=[C:10]([N:20]3[CH2:25][CH2:24][N:23]([S:26]([CH:29]=[CH2:30])(=[O:28])=[O:27])[CH2:22][CH2:21]3)[N:9]=2)[C:6]2[CH:31]=[CH:32][CH:33]=[C:34]([O:35][CH3:36])[C:5]=2[N:4]=1.[NH:38]1[CH2:42][CH2:41][CH2:40][CH2:39]1. The catalyst is O1CCOCC1. The product is [F:37][CH:2]([F:1])[C:3]1[N:7]([C:8]2[N:13]=[C:12]([N:14]3[CH2:15][CH2:16][O:17][CH2:18][CH2:19]3)[N:11]=[C:10]([N:20]3[CH2:21][CH2:22][N:23]([S:26]([CH2:29][CH2:30][N:38]4[CH2:42][CH2:41][CH2:40][CH2:39]4)(=[O:28])=[O:27])[CH2:24][CH2:25]3)[N:9]=2)[C:6]2[CH:31]=[CH:32][CH:33]=[C:34]([O:35][CH3:36])[C:5]=2[N:4]=1. The yield is 0.810. (8) The reactants are [F:1][C:2]1[CH:7]=[CH:6][C:5]([CH2:8][C:9]([OH:11])=O)=[CH:4][CH:3]=1.C(Cl)(=O)C([Cl:15])=O. The catalyst is C(Cl)Cl.CN(C=O)C. The product is [F:1][C:2]1[CH:7]=[CH:6][C:5]([CH2:8][C:9]([Cl:15])=[O:11])=[CH:4][CH:3]=1. The yield is 1.00. (9) The reactants are [NH2:1][C:2]1[C:20]([CH3:21])=[CH:19][C:5]([O:6][C:7]2[CH:8]=[CH:9][C:10]3[N:14]=[C:13]([CH2:15][OH:16])[N:12]([CH3:17])[C:11]=3[CH:18]=2)=[CH:4][C:3]=1[CH3:22].[CH3:23][C:24]([O:27][C:28](O[C:28]([O:27][C:24]([CH3:26])([CH3:25])[CH3:23])=[O:29])=[O:29])([CH3:26])[CH3:25]. The catalyst is C(O)(C)C.C(OCC)(=O)C. The product is [C:24]([O:27][C:28]([NH:1][C:2]1[C:20]([CH3:21])=[CH:19][C:5]([O:6][C:7]2[CH:8]=[CH:9][C:10]3[N:14]=[C:13]([CH2:15][OH:16])[N:12]([CH3:17])[C:11]=3[CH:18]=2)=[CH:4][C:3]=1[CH3:22])=[O:29])([CH3:26])([CH3:25])[CH3:23]. The yield is 0.260. (10) The reactants are [F:1][C:2]1[C:3]([CH3:25])=[C:4]([C@:8]2([C:21]([O:23][CH3:24])=[O:22])[CH2:12][CH2:11][C:10](OS(C(F)(F)F)(=O)=O)=[CH:9]2)[CH:5]=[CH:6][CH:7]=1.[F:26][CH:27]([F:42])[N:28]1[CH:32]=[C:31](B2OC(C)(C)C(C)(C)O2)[CH:30]=[N:29]1. No catalyst specified. The product is [F:26][CH:27]([F:42])[N:28]1[CH:32]=[C:31]([C:10]2[CH2:11][CH2:12][C@:8]([C:4]3[CH:5]=[CH:6][CH:7]=[C:2]([F:1])[C:3]=3[CH3:25])([C:21]([O:23][CH3:24])=[O:22])[CH:9]=2)[CH:30]=[N:29]1. The yield is 0.770.